This data is from Full USPTO retrosynthesis dataset with 1.9M reactions from patents (1976-2016). The task is: Predict the reactants needed to synthesize the given product. (1) Given the product [CH2:22]([NH:16][CH2:15][CH:17]1[CH2:18][O:19][CH2:20][CH2:15][N:16]1[CH2:22][C:23]1[CH:24]=[CH:25][CH:26]=[CH:27][CH:28]=1)[C:23]1[CH:28]=[CH:27][CH:26]=[CH:25][CH:24]=1, predict the reactants needed to synthesize it. The reactants are: [H-].[Al+3].[Li+].[H-].[H-].[H-].C([N-][C@@H:15]1[CH2:20][O:19][CH2:18][C:17](=O)[N:16]1[CH2:22][C:23]1[CH:28]=[CH:27][CH:26]=[CH:25][CH:24]=1)C1C=CC=CC=1.[OH-].[Na+]. (2) Given the product [N+:1]([C:4]1[CH:13]=[C:12]2[C:7]([CH2:8][CH2:9][N:10]([C:21]([O:20][C:17]([CH3:19])([CH3:18])[CH3:16])=[O:22])[CH2:11]2)=[CH:6][CH:5]=1)([O-:3])=[O:2], predict the reactants needed to synthesize it. The reactants are: [N+:1]([C:4]1[CH:13]=[C:12]2[C:7]([CH2:8][CH2:9][NH:10][CH2:11]2)=[CH:6][CH:5]=1)([O-:3])=[O:2].[OH-].[Na+].[CH3:16][C:17]([O:20][C:21](O[C:21]([O:20][C:17]([CH3:19])([CH3:18])[CH3:16])=[O:22])=[O:22])([CH3:19])[CH3:18].OS([O-])(=O)=O.[K+]. (3) The reactants are: C(N(CC)CC)C.[Cl:8][C:9]1[C:18]([N+:19]([O-:21])=[O:20])=[C:17](Cl)[C:16]2[C:11](=[CH:12][CH:13]=[CH:14][CH:15]=2)[N:10]=1.[NH2:23][CH2:24][C:25]([NH2:28])([CH3:27])[CH3:26]. Given the product [Cl:8][C:9]1[C:18]([N+:19]([O-:21])=[O:20])=[C:17]([NH:23][CH2:24][C:25]([CH3:27])([NH2:28])[CH3:26])[C:16]2[C:11](=[CH:12][CH:13]=[CH:14][CH:15]=2)[N:10]=1, predict the reactants needed to synthesize it. (4) Given the product [F:46][C:47]1[CH:48]=[C:49]([CH:92]=[CH:93][CH:94]=1)[CH2:50][N:51]1[CH:55]=[C:54]([C:56]2[C:64]3[C:59](=[N:60][CH:61]=[C:62]([C:65]4[CH:66]=[C:67]([CH:79]=[CH:80][CH:81]=4)[CH2:68][CH:69]4[CH2:74][CH2:73][N:72]([CH2:75][C:76]([NH2:78])=[O:77])[CH2:71][CH2:70]4)[CH:63]=3)[NH:58][CH:57]=2)[CH:53]=[N:52]1, predict the reactants needed to synthesize it. The reactants are: Cl.FC1C=C(C=CC=1)CN1C=C(C2C3C(=NC=C(C4C=CC(C5CCNCC5)=CC=4)C=3)N(S(C3C=CC(C)=CC=3)(=O)=O)C=2)C=N1.[F:46][C:47]1[CH:48]=[C:49]([CH:92]=[CH:93][CH:94]=1)[CH2:50][N:51]1[CH:55]=[C:54]([C:56]2[C:64]3[C:59](=[N:60][CH:61]=[C:62]([C:65]4[CH:66]=[C:67]([CH:79]=[CH:80][CH:81]=4)[CH2:68][CH:69]4[CH2:74][CH2:73][N:72]([CH2:75][C:76]([NH2:78])=[O:77])[CH2:71][CH2:70]4)[CH:63]=3)[N:58](S(C3C=CC(C)=CC=3)(=O)=O)[CH:57]=2)[CH:53]=[N:52]1.[OH-].[Li+]. (5) Given the product [Br:1][C:2]1[CH:7]=[CH:6][C:5]([O:8][C:17]2[CH:16]=[CH:15][N+:14]([O-:23])=[C:13]([CH3:12])[C:18]=2[CH3:19])=[C:4]([F:9])[CH:3]=1, predict the reactants needed to synthesize it. The reactants are: [Br:1][C:2]1[CH:7]=[CH:6][C:5]([OH:8])=[C:4]([F:9])[CH:3]=1.[H-].[Na+].[CH3:12][C:13]1[C:18]([CH3:19])=[C:17]([N+]([O-])=O)[CH:16]=[CH:15][N+:14]=1[O-:23]. (6) Given the product [F:13][C:14]1([F:21])[CH:19]([OH:20])[CH2:18][CH2:17][N:16]([C:9]([O:8][CH2:7][C:4]2[CH:5]=[CH:6][CH:1]=[CH:2][CH:3]=2)=[O:10])[CH2:15]1, predict the reactants needed to synthesize it. The reactants are: [CH:1]1[CH:6]=[CH:5][C:4]([CH2:7][O:8][C:9](Cl)=[O:10])=[CH:3][CH:2]=1.Cl.[F:13][C:14]1([F:21])[CH:19]([OH:20])[CH2:18][CH2:17][NH:16][CH2:15]1. (7) Given the product [Br:15][C:16]1[CH:17]=[N:18][N:19]([CH:22]2[CH2:27][CH2:26][CH2:25][N:24]([CH3:28])[CH2:23]2)[CH:20]=1, predict the reactants needed to synthesize it. The reactants are: CC(OC(/N=N/C(OC(C)C)=O)=O)C.[Br:15][C:16]1[CH:17]=[N:18][NH:19][CH:20]=1.O[CH:22]1[CH2:27][CH2:26][CH2:25][N:24]([CH3:28])[CH2:23]1.C1(P(C2C=CC=CC=2)C2C=CC=CC=2)C=CC=CC=1. (8) Given the product [F:34][C:31]1([F:33])[O:30][C:29]2[CH:35]=[CH:36][C:26]([NH:25][C:23]([C:22]3[CH:37]=[C:38]([F:41])[CH:39]=[CH:40][C:21]=3[NH:20][CH2:14][C:12]3[CH:11]=[CH:10][N:9]=[C:8]([C:6]([NH:5][CH2:4][CH2:3][O:2][CH3:1])=[O:7])[CH:13]=3)=[O:24])=[CH:27][C:28]=2[O:32]1, predict the reactants needed to synthesize it. The reactants are: [CH3:1][O:2][CH2:3][CH2:4][NH:5][C:6]([C:8]1[CH:13]=[C:12]([CH2:14]CS([O-])(=O)=O)[CH:11]=[CH:10][N:9]=1)=[O:7].[NH2:20][C:21]1[CH:40]=[CH:39][C:38]([F:41])=[CH:37][C:22]=1[C:23]([NH:25][C:26]1[CH:36]=[CH:35][C:29]2[O:30][C:31]([F:34])([F:33])[O:32][C:28]=2[CH:27]=1)=[O:24].